From a dataset of Experimentally validated miRNA-target interactions with 360,000+ pairs, plus equal number of negative samples. Binary Classification. Given a miRNA mature sequence and a target amino acid sequence, predict their likelihood of interaction. (1) The miRNA is mmu-miR-30e-5p with sequence UGUAAACAUCCUUGACUGGAAG. The protein sequence of the target gene is MSSHLVEPPPPLHNNNNNCEENEQSLPPPAGLNSSWVELPMNSSNGNDNGNGKNGGLEHVPSSSSIHNGDMEKILLDAQHESGQSSSRGSSHCDSPSPQEDGQIMFDVEMHTSRDHSSQSEEEVVEGEKEVEALKKSADWVSDWSSRPENIPPKEFHFRHPKRSVSLSMRKSGAMKKGGIFSAEFLKVFIPSLFLSHVLALGLGIYIGKRLSTPSASTY. Result: 0 (no interaction). (2) The miRNA is mmu-miR-338-3p with sequence UCCAGCAUCAGUGAUUUUGUUG. The protein sequence of the target gene is MAAGQNGHEEWVGSAYLFVESSLDKVVLSDAYAHPQQKVAVYRALQAALAESGGSPDVLQMLKIHRSDPQLIVQLRFCGRQPCGRFLRAYREGALRAALQRSLAAALAQHSVPLQLELRAGAERLDALLADEERCLSCILAQQPDRLRDEELAELEDALRNLKCGSGARGGDGEVASAPLQPPVPSLSEVKPPPPPPPAQTFLFQGQPVVNRPLSLKDQQTFARSVGLKWRKVGRSLQRGCRALRDPALDSLAYEYEREGLYEQAFQLLRRFVQAEGRRATLQRLVEALEENELTSLAED.... Result: 0 (no interaction). (3) The miRNA is hsa-miR-3938 with sequence AAUUCCCUUGUAGAUAACCCGG. The protein sequence of the target gene is MAAAVAAAGAGEPQSPDELLPKGDAEKPEEELEEDDDEELDETLSERLWGLTEMFPERVRSAAGATFDLSLFVAQKMYRFSRAALWIGTTSFMILVLPVVFETEKLQMEQQQQLQQRQILLGPNTGLSGGMPGALPSLPGKI. Result: 1 (interaction).